Dataset: Reaction yield outcomes from USPTO patents with 853,638 reactions. Task: Predict the reaction yield, written as a fraction of the theoretical maximum amount of product (1.0 means a 100% yield; for example, 0.34 means a 34% yield). (1) The reactants are C([S-])C.[Na+].[SH:5][CH2:6][CH2:7][C:8]1[CH:13]=[CH:12][CH:11]=[C:10]([C:14]2[CH:19]=[CH:18][CH:17]=[C:16]([C:20]([O-:22])=[O:21])[CH:15]=2)[C:9]=1[C:23]([O:25]C)=[O:24]. The catalyst is CN(C=O)C. The product is [SH:5][CH2:6][CH2:7][C:8]1[CH:13]=[CH:12][CH:11]=[C:10]([C:14]2[CH:19]=[CH:18][CH:17]=[C:16]([C:20]([OH:22])=[O:21])[CH:15]=2)[C:9]=1[C:23]([OH:25])=[O:24]. The yield is 0.570. (2) The reactants are [CH2:1]([C@H:5]1[CH2:10][CH2:9][C@H:8]([C@H:11]2[CH2:16][CH2:15][C@H:14]([CH2:17]Cl)[CH2:13][CH2:12]2)[CH2:7][CH2:6]1)[CH2:2][CH2:3][CH3:4].[Mg].[CH3:20][O:21][Si:22](OC)([O:25][CH3:26])[O:23][CH3:24]. The catalyst is C1COCC1. The product is [CH2:1]([C@H:5]1[CH2:10][CH2:9][C@H:8]([C@H:11]2[CH2:16][CH2:15][C@H:14]([CH2:17][Si:22]([O:25][CH3:26])([O:23][CH3:24])[O:21][CH3:20])[CH2:13][CH2:12]2)[CH2:7][CH2:6]1)[CH2:2][CH2:3][CH3:4]. The yield is 0.780.